This data is from Full USPTO retrosynthesis dataset with 1.9M reactions from patents (1976-2016). The task is: Predict the reactants needed to synthesize the given product. (1) Given the product [C:25]([C:27]1([C:30]2[CH:31]=[C:32]([CH:36]=[CH:37][CH:38]=2)[C:33]([NH:1][C:2]2[CH:3]=[CH:4][C:5]([CH3:24])=[C:6]([O:7][C:8]3[CH:9]=[CH:10][C:11]4[N:12]([CH:14]=[C:15]([NH:17][C:18]([CH:20]5[CH2:22][CH2:21]5)=[O:19])[N:16]=4)[N:13]=3)[CH:23]=2)=[O:34])[CH2:28][CH2:29]1)#[N:26], predict the reactants needed to synthesize it. The reactants are: [NH2:1][C:2]1[CH:3]=[CH:4][C:5]([CH3:24])=[C:6]([CH:23]=1)[O:7][C:8]1[CH:9]=[CH:10][C:11]2[N:12]([CH:14]=[C:15]([NH:17][C:18]([CH:20]3[CH2:22][CH2:21]3)=[O:19])[N:16]=2)[N:13]=1.[C:25]([C:27]1([C:30]2[CH:31]=[C:32]([CH:36]=[CH:37][CH:38]=2)[C:33](O)=[O:34])[CH2:29][CH2:28]1)#[N:26].Cl.CN(C)CCCN=C=NCC.ON1C2C=CC=CC=2N=N1. (2) Given the product [CH3:1][O:2][C:3]1[C:8]([C:9]2[CH2:13][CH2:12][CH2:11][C:10]=2[C:18]2[N:23]=[C:22]([C:24]([O:26][CH2:27][CH3:28])=[O:25])[CH:21]=[CH:20][CH:19]=2)=[CH:7][CH:6]=[CH:5][N:4]=1, predict the reactants needed to synthesize it. The reactants are: [CH3:1][O:2][C:3]1[C:8]([C:9]2[CH2:13][CH2:12][CH2:11][C:10]=2B(O)O)=[CH:7][CH:6]=[CH:5][N:4]=1.Br[C:18]1[N:23]=[C:22]([C:24]([O:26][CH2:27][CH3:28])=[O:25])[CH:21]=[CH:20][CH:19]=1.C(=O)([O-])[O-].[K+].[K+].C(OCC)C.